Dataset: Full USPTO retrosynthesis dataset with 1.9M reactions from patents (1976-2016). Task: Predict the reactants needed to synthesize the given product. (1) Given the product [F:38][C:19]([F:18])([F:37])[C:20]1[CH:25]=[C:24]([C:26]([F:29])([F:27])[F:28])[CH:23]=[CH:22][C:21]=1[C:30]1[CH:34]=[C:33]([CH2:35][N:14]2[CH:13]=[C:12]3[N:17]=[C:9]([C:3]4[CH:4]=[C:5]([F:8])[CH:6]=[CH:7][C:2]=4[F:1])[N:10]=[C:11]3[CH:16]=[N:15]2)[O:32][N:31]=1, predict the reactants needed to synthesize it. The reactants are: [F:1][C:2]1[CH:7]=[CH:6][C:5]([F:8])=[CH:4][C:3]=1[C:9]1[N:17]=[C:12]2[CH:13]=[N:14][NH:15][CH:16]=[C:11]2[N:10]=1.[F:18][C:19]([F:38])([F:37])[C:20]1[CH:25]=[C:24]([C:26]([F:29])([F:28])[F:27])[CH:23]=[CH:22][C:21]=1[C:30]1[CH:34]=[C:33]([CH2:35]Cl)[O:32][N:31]=1. (2) The reactants are: [OH:1][C:2]1[CH:7]=[C:6]([CH2:8][NH:9]/[CH:10]=[C:11]2\[C:12](=[O:23])[NH:13][C:14](=[O:22])[C:15]3[C:20]\2=[CH:19][C:18]([I:21])=[CH:17][CH:16]=3)[CH:5]=[CH:4][C:3]=1[NH:24][C:25](=[O:32])[C:26]1[CH:31]=CC=C[CH:27]=1.NC1C=CC(CN/C=C2\C(=O)NC(=O)C3C\2=CC(I)=CC=3)=CC=1O[Si](C(C)C)(C(C)C)C(C)C.C(Cl)(=O)C(C)C. Given the product [OH:1][C:2]1[CH:7]=[C:6]([CH2:8][NH:9]/[CH:10]=[C:11]2\[C:12](=[O:23])[NH:13][C:14](=[O:22])[C:15]3[C:20]\2=[CH:19][C:18]([I:21])=[CH:17][CH:16]=3)[CH:5]=[CH:4][C:3]=1[NH:24][C:25](=[O:32])[CH:26]([CH3:27])[CH3:31], predict the reactants needed to synthesize it. (3) Given the product [Cl:4][C:1]([N:19]([CH3:20])[CH2:18][C:17]([O:16][C:12]([CH3:15])([CH3:14])[CH3:13])=[O:21])=[O:2], predict the reactants needed to synthesize it. The reactants are: [C:1]([Cl:4])(Cl)=[O:2].C1(C)C=CC=CC=1.[C:12]([O:16][C:17](=[O:21])[CH2:18][NH:19][CH3:20])([CH3:15])([CH3:14])[CH3:13].CCN(C(C)C)C(C)C. (4) The reactants are: [C:1]([C:4]1[CH:9]=[CH:8][C:7]([S:10](Cl)(=[O:12])=[O:11])=[CH:6][CH:5]=1)(=[O:3])[CH3:2].[NH3:14]. Given the product [C:1]([C:4]1[CH:9]=[CH:8][C:7]([S:10]([NH2:14])(=[O:12])=[O:11])=[CH:6][CH:5]=1)(=[O:3])[CH3:2], predict the reactants needed to synthesize it. (5) Given the product [CH2:1]([O:3][C:4](=[O:23])[CH2:5][NH:6][C:7]([C:9]1[C:10](=[O:22])[S:11][C:12]2[C:17]([C:18]=1[OH:19])=[CH:16][C:15]([Cl:20])=[CH:14][C:13]=2[C:29]1[CH:34]=[CH:33][CH:32]=[CH:31][CH:30]=1)=[O:8])[CH3:2], predict the reactants needed to synthesize it. The reactants are: [CH2:1]([O:3][C:4](=[O:23])[CH2:5][NH:6][C:7]([C:9]1[C:10](=[O:22])[S:11][C:12]2[C:17]([C:18]=1[OH:19])=[CH:16][C:15]([Cl:20])=[CH:14][C:13]=2Br)=[O:8])[CH3:2].C([Sn](CCCC)(CCCC)[C:29]1[CH:34]=[CH:33][CH:32]=[CH:31][CH:30]=1)CCC. (6) Given the product [CH2:24]([NH:23][C:21](=[O:22])[C:20]1[CH:26]=[CH:27][C:28]([N:29]2[CH2:34][CH2:33][N:32]([CH2:2][C:3]3[CH:16]=[N:15][C:6]4[C:7]5[N:8]([CH:12]=[CH:13][CH:14]=5)[C:9](=[O:11])[NH:10][C:5]=4[CH:4]=3)[CH2:31][CH2:30]2)=[C:18]([F:17])[CH:19]=1)[CH3:25], predict the reactants needed to synthesize it. The reactants are: O[CH2:2][C:3]1[CH:16]=[N:15][C:6]2[C:7]3[N:8]([CH:12]=[CH:13][CH:14]=3)[C:9](=[O:11])[NH:10][C:5]=2[CH:4]=1.[F:17][C:18]1[CH:19]=[C:20]([CH:26]=[CH:27][C:28]=1[N:29]1[CH2:34][CH2:33][NH:32][CH2:31][CH2:30]1)[C:21]([NH:23][CH2:24][CH3:25])=[O:22].[I-].C(C[P+](C)(C)C)#N.C(N(C(C)C)C(C)C)C. (7) Given the product [C:21]([C:18]1[CH:17]=[CH:16][C:15]([C:11]2[CH:12]=[C:13]3[C:8](=[CH:9][CH:10]=2)[N:7]([C:25]2[CH:30]=[CH:29][C:28]([O:31][CH:32]4[CH2:33][CH2:34][CH2:35][CH2:36]4)=[CH:27][CH:26]=2)[C:6]([C:4]([NH:40][C:39]([NH2:41])=[NH:38])=[O:3])=[CH:14]3)=[CH:20][CH:19]=1)([CH3:24])([CH3:22])[CH3:23], predict the reactants needed to synthesize it. The reactants are: C([O:3][C:4]([C:6]1[N:7]([C:25]2[CH:30]=[CH:29][C:28]([O:31][CH:32]3[CH2:36][CH2:35][CH2:34][CH2:33]3)=[CH:27][CH:26]=2)[C:8]2[C:13]([CH:14]=1)=[CH:12][C:11]([C:15]1[CH:20]=[CH:19][C:18]([C:21]([CH3:24])([CH3:23])[CH3:22])=[CH:17][CH:16]=1)=[CH:10][CH:9]=2)=O)C.Cl.[NH:38]1C(=O)C2NC=NC=2[N:41]=[C:39]1[NH2:40].C[O-].[Na+].CN(C=O)C. (8) Given the product [OH:10][C:11]1[C:16]([O:17][CH3:18])=[C:8]([O:7][CH3:9])[N:14]([CH2:20][C:21]2[CH:22]=[CH:23][C:24]([O:27][CH3:28])=[CH:25][CH:26]=2)[C:13](=[O:29])[C:12]=1[C:30](=[O:33])[CH2:31][CH3:32], predict the reactants needed to synthesize it. The reactants are: F[B-](F)(F)F.C[O+:7]([CH3:9])[CH3:8].[OH:10][C:11]1[C:16]([O:17][CH3:18])=C(O)[N:14]([CH2:20][C:21]2[CH:26]=[CH:25][C:24]([O:27][CH3:28])=[CH:23][CH:22]=2)[C:13](=[O:29])[C:12]=1[C:30](=[O:33])[CH2:31][CH3:32].C(N(CC)C(C)C)(C)C. (9) Given the product [N:1]1([C:7]2[N:8]=[C:9]([CH2:14][C:15]([NH:19][C:20]3[CH:21]=[CH:22][CH:23]=[C:24]4[C:29]=3[NH:28][CH2:27][CH2:26][CH2:25]4)=[O:17])[NH:10][C:11](=[O:13])[CH:12]=2)[CH2:2][CH2:3][O:4][CH2:5][CH2:6]1, predict the reactants needed to synthesize it. The reactants are: [N:1]1([C:7]2[N:8]=[C:9]([CH2:14][C:15]([O-:17])=O)[NH:10][C:11](=[O:13])[CH:12]=2)[CH2:6][CH2:5][O:4][CH2:3][CH2:2]1.[Na+].[NH2:19][C:20]1[CH:21]=[CH:22][CH:23]=[C:24]2[C:29]=1[NH:28][CH2:27][CH2:26][CH2:25]2.Cl.CN(C)CCCN=C=NCC. (10) Given the product [F:1][C:2]1[C:10]([O:11][CH:12]([C:15]2[S:16][CH:17]=[C:18]([CH2:20][CH2:21][C:22]3[CH:23]=[CH:24][C:25]([O:28][CH3:29])=[CH:26][CH:27]=3)[N:19]=2)[CH2:13][OH:14])=[CH:9][CH:8]=[C:7]([F:30])[C:3]=1[C:4]([NH2:6])=[O:5], predict the reactants needed to synthesize it. The reactants are: [F:1][C:2]1[C:10]([O:11][CH:12]([C:15]2[S:16][CH:17]=[C:18]([C:20]#[C:21][C:22]3[CH:27]=[CH:26][C:25]([O:28][CH3:29])=[CH:24][CH:23]=3)[N:19]=2)[CH2:13][OH:14])=[CH:9][CH:8]=[C:7]([F:30])[C:3]=1[C:4]([NH2:6])=[O:5].